This data is from NCI-60 drug combinations with 297,098 pairs across 59 cell lines. The task is: Regression. Given two drug SMILES strings and cell line genomic features, predict the synergy score measuring deviation from expected non-interaction effect. (1) Drug 1: C1=CC(=CC=C1CCC2=CNC3=C2C(=O)NC(=N3)N)C(=O)NC(CCC(=O)O)C(=O)O. Drug 2: CC1=C(N=C(N=C1N)C(CC(=O)N)NCC(C(=O)N)N)C(=O)NC(C(C2=CN=CN2)OC3C(C(C(C(O3)CO)O)O)OC4C(C(C(C(O4)CO)O)OC(=O)N)O)C(=O)NC(C)C(C(C)C(=O)NC(C(C)O)C(=O)NCCC5=NC(=CS5)C6=NC(=CS6)C(=O)NCCC[S+](C)C)O. Cell line: HS 578T. Synergy scores: CSS=11.9, Synergy_ZIP=-5.17, Synergy_Bliss=-2.39, Synergy_Loewe=-5.43, Synergy_HSA=-0.959. (2) Drug 1: C1=CC(=CC=C1C#N)C(C2=CC=C(C=C2)C#N)N3C=NC=N3. Drug 2: CC1=C(C(CCC1)(C)C)C=CC(=CC=CC(=CC(=O)O)C)C. Cell line: OVCAR-8. Synergy scores: CSS=8.31, Synergy_ZIP=2.84, Synergy_Bliss=-0.0291, Synergy_Loewe=1.73, Synergy_HSA=2.51.